Dataset: Full USPTO retrosynthesis dataset with 1.9M reactions from patents (1976-2016). Task: Predict the reactants needed to synthesize the given product. (1) Given the product [N+:1]([C:4]1[N:5]=[C:6]2[N:11]([CH:12]=1)[CH2:10][CH2:9][C@H:8]([CH2:13][O:14][C:15]1[CH:20]=[CH:19][C:18]([N:21]3[CH2:26][CH2:25][N:24]([CH:35]([C:37]4[CH:42]=[CH:41][C:40]([O:43][CH2:44][C:45]5[CH:50]=[CH:49][C:48]([C:51]([F:52])([F:53])[F:54])=[CH:47][CH:46]=5)=[CH:39][CH:38]=4)[CH3:36])[CH2:23][CH2:22]3)=[CH:17][CH:16]=1)[O:7]2)([O-:3])=[O:2], predict the reactants needed to synthesize it. The reactants are: [N+:1]([C:4]1[N:5]=[C:6]2[N:11]([CH:12]=1)[CH2:10][CH2:9][C@H:8]([CH2:13][O:14][C:15]1[CH:20]=[CH:19][C:18]([N:21]3[CH2:26][CH2:25][NH:24][CH2:23][CH2:22]3)=[CH:17][CH:16]=1)[O:7]2)([O-:3])=[O:2].CN1CCCC1=O.Cl[CH:35]([C:37]1[CH:42]=[CH:41][C:40]([O:43][CH2:44][C:45]2[CH:50]=[CH:49][C:48]([C:51]([F:54])([F:53])[F:52])=[CH:47][CH:46]=2)=[CH:39][CH:38]=1)[CH3:36].C(N(C(C)C)CC)(C)C. (2) Given the product [F:38][C:32]1[CH:33]=[C:34]([I:37])[CH:35]=[CH:36][C:31]=1[NH:30][C:18]1[S:19][C:20]2[C:21](=[O:29])[NH:22][CH2:23][C:24]([CH3:28])([CH3:27])[CH2:25][C:26]=2[C:17]=1[C:15]([NH:14][C:42]([NH2:43])=[NH:41])=[O:16], predict the reactants needed to synthesize it. The reactants are: C(OC(N1CCC[C@H]1C[NH:14][C:15]([C:17]1[C:26]2[CH2:25][C:24]([CH3:28])([CH3:27])[CH2:23][NH:22][C:21](=[O:29])[C:20]=2[S:19][C:18]=1[NH:30][C:31]1[CH:36]=[CH:35][C:34]([I:37])=[CH:33][C:32]=1[F:38])=[O:16])=O)(C)(C)C.C1[N:43]=[CH:42][N:41](C(N2C=NC=C2)=O)C=1.C(=O)(O)O.NC(N)=N.C(N(CC)CC)C. (3) Given the product [F:11][C:12]1[CH:13]=[C:14]([CH:15]=[CH:16][CH:17]=1)[O:18][C:2]1[CH:7]=[CH:6][C:5]([N+:8]([O-:10])=[O:9])=[CH:4][N:3]=1, predict the reactants needed to synthesize it. The reactants are: Cl[C:2]1[CH:7]=[CH:6][C:5]([N+:8]([O-:10])=[O:9])=[CH:4][N:3]=1.[F:11][C:12]1[CH:13]=[C:14]([OH:18])[CH:15]=[CH:16][CH:17]=1. (4) Given the product [Cl:1][C:2]1[N:7]=[C:6]([NH:8][C:9]2[CH:17]=[C:16]3[C:12]([C:13]([CH3:18])=[N:14][N:15]3[C:29]([O:31][C:32]([CH3:35])([CH3:34])[CH3:33])=[O:30])=[CH:11][CH:10]=2)[CH:5]=[CH:4][N:3]=1, predict the reactants needed to synthesize it. The reactants are: [Cl:1][C:2]1[N:7]=[C:6]([NH:8][C:9]2[CH:17]=[C:16]3[C:12]([C:13]([CH3:18])=[N:14][NH:15]3)=[CH:11][CH:10]=2)[CH:5]=[CH:4][N:3]=1.C(N(CC)CC)C.C(#N)C.[C:29](O[C:29]([O:31][C:32]([CH3:35])([CH3:34])[CH3:33])=[O:30])([O:31][C:32]([CH3:35])([CH3:34])[CH3:33])=[O:30]. (5) Given the product [CH:28]1([CH2:27][C@H:22]([NH:21][C:12]([C:10]2[CH:9]=[N:8][C:7]([N:15]3[CH2:18][C:17]([F:20])([F:19])[CH2:16]3)=[C:6]([O:5][CH2:4][CH:1]3[CH2:2][CH2:3]3)[N:11]=2)=[O:14])[C:23]([OH:25])([CH3:26])[CH3:24])[CH2:30][CH2:29]1, predict the reactants needed to synthesize it. The reactants are: [CH:1]1([CH2:4][O:5][C:6]2[N:11]=[C:10]([C:12]([OH:14])=O)[CH:9]=[N:8][C:7]=2[N:15]2[CH2:18][C:17]([F:20])([F:19])[CH2:16]2)[CH2:3][CH2:2]1.[NH2:21][C@@H:22]([CH2:27][CH:28]1[CH2:30][CH2:29]1)[C:23]([CH3:26])([OH:25])[CH3:24]. (6) Given the product [F:1][C:2]1[CH:7]=[CH:6][CH:5]=[C:4]([F:8])[C:3]=1[NH:9][C:10](=[O:47])[C:11]1[CH:16]=[CH:15][CH:14]=[C:13]([C:17]2[N:18]=[C:19]3[CH:24]=[CH:23][CH:22]=[CH:21][N:20]3[C:25]=2[C:26]2[CH:31]=[CH:30][N:29]=[C:28]([NH:32][C:33]3[CH:38]=[CH:37][C:36]([O:39][CH:40]4[CH2:45][CH2:44][N:43]([CH2:49][CH2:48][S:50]([CH3:53])(=[O:52])=[O:51])[CH2:42][CH2:41]4)=[CH:35][C:34]=3[CH3:46])[N:27]=2)[CH:12]=1, predict the reactants needed to synthesize it. The reactants are: [F:1][C:2]1[CH:7]=[CH:6][CH:5]=[C:4]([F:8])[C:3]=1[NH:9][C:10](=[O:47])[C:11]1[CH:16]=[CH:15][CH:14]=[C:13]([C:17]2[N:18]=[C:19]3[CH:24]=[CH:23][CH:22]=[CH:21][N:20]3[C:25]=2[C:26]2[CH:31]=[CH:30][N:29]=[C:28]([NH:32][C:33]3[CH:38]=[CH:37][C:36]([O:39][CH:40]4[CH2:45][CH2:44][NH:43][CH2:42][CH2:41]4)=[CH:35][C:34]=3[CH3:46])[N:27]=2)[CH:12]=1.[CH:48]([S:50]([CH3:53])(=[O:52])=[O:51])=[CH2:49]. (7) Given the product [C:2]([O:6][C:7](=[O:20])[C@@H:8]([NH:9][C:43](=[O:44])[C@@H:41]([NH:40][C:38]([O:37][CH2:30][C:31]1[CH:36]=[CH:35][CH:34]=[CH:33][CH:32]=1)=[O:39])[CH3:42])[CH2:10][C:11]1[C:19]2[C:14](=[CH:15][CH:16]=[CH:17][CH:18]=2)[NH:13][CH:12]=1)([CH3:5])([CH3:3])[CH3:4], predict the reactants needed to synthesize it. The reactants are: Cl.[C:2]([O:6][C:7](=[O:20])[C@H:8]([CH2:10][C:11]1[C:19]2[C:14](=[CH:15][CH:16]=[CH:17][CH:18]=2)[NH:13][CH:12]=1)[NH2:9])([CH3:5])([CH3:4])[CH3:3].C(N(CC)C(C)C)(C)C.[CH2:30]([O:37][C:38]([NH:40][C@H:41]([C:43](O)=[O:44])[CH3:42])=[O:39])[C:31]1[CH:36]=[CH:35][CH:34]=[CH:33][CH:32]=1.CN(C(ON1N=NC2C=CC=NC1=2)=[N+](C)C)C.F[P-](F)(F)(F)(F)F. (8) The reactants are: [C:1]([Cl:4])(=O)C.Br.[NH2:6][CH:7]([CH2:11][CH2:12][Br:13])[C:8]([OH:10])=[O:9]. Given the product [ClH:4].[Br:13][CH2:12][CH2:11][CH:7]([NH2:6])[C:8]([O:10][CH3:1])=[O:9], predict the reactants needed to synthesize it.